From a dataset of Full USPTO retrosynthesis dataset with 1.9M reactions from patents (1976-2016). Predict the reactants needed to synthesize the given product. Given the product [F:13][C:12]([F:14])([F:15])[CH2:11][O:10][C:7]1[CH:6]=[CH:5][C:4]([NH2:1])=[CH:9][CH:8]=1, predict the reactants needed to synthesize it. The reactants are: [N+:1]([C:4]1[CH:9]=[CH:8][C:7]([O:10][CH2:11][C:12]([F:15])([F:14])[F:13])=[CH:6][CH:5]=1)([O-])=O.